Dataset: Catalyst prediction with 721,799 reactions and 888 catalyst types from USPTO. Task: Predict which catalyst facilitates the given reaction. (1) Reactant: NC1C(C(NC2C=NC=CC=2N2CC[C@@H](O[Si](C(C)(C)C)(C)C)[C@H](NC(=O)OC(C)(C)C)C2)=O)=NC(Br)=CC=1.FC1C=CC=C(F)C=1B(O)O.[NH2:51][C:52]1[C:53]([C:66]([NH:68][C:69]2[CH:70]=[N:71][CH:72]=[CH:73][C:74]=2[N:75]2[CH2:80][CH2:79][C@@H:78]([O:81][Si](C(C)(C)C)(C)C)[C@H:77]([NH:89]C(=O)OC(C)(C)C)[CH2:76]2)=[O:67])=[N:54][C:55]([C:58]2[C:63]([F:64])=[CH:62][CH:61]=[CH:60][C:59]=2[F:65])=[CH:56][CH:57]=1.Cl. Product: [NH2:51][C:52]1[C:53]([C:66]([NH:68][C:69]2[CH:70]=[N:71][CH:72]=[CH:73][C:74]=2[N:75]2[CH2:80][CH2:79][C@@H:78]([OH:81])[C@H:77]([NH2:89])[CH2:76]2)=[O:67])=[N:54][C:55]([C:58]2[C:63]([F:64])=[CH:62][CH:61]=[CH:60][C:59]=2[F:65])=[CH:56][CH:57]=1. The catalyst class is: 92. (2) Reactant: [C:1]1([CH3:25])[CH:6]=[CH:5][C:4]([C:7]2[N:8]=[C:9]3[CH2:23][CH2:22][C:21](=[O:24])[NH:20][C:10]3=[N:11][C:12]=2[C:13]2[CH:18]=[CH:17][C:16]([CH3:19])=[CH:15][CH:14]=2)=[CH:3][CH:2]=1.Br[CH2:27][CH2:28][CH2:29][CH2:30][CH2:31][CH2:32][C:33]([O:35][CH2:36][CH3:37])=[O:34].C(=O)([O-])[O-].[K+].[K+]. Product: [O:24]=[C:21]1[N:20]([CH2:27][CH2:28][CH2:29][CH2:30][CH2:31][CH2:32][C:33]([O:35][CH2:36][CH3:37])=[O:34])[C:10]2=[N:11][C:12]([C:13]3[CH:18]=[CH:17][C:16]([CH3:19])=[CH:15][CH:14]=3)=[C:7]([C:4]3[CH:3]=[CH:2][C:1]([CH3:25])=[CH:6][CH:5]=3)[N:8]=[C:9]2[CH2:23][CH2:22]1. The catalyst class is: 18. (3) Reactant: [C:1]1([NH:7][C:8]([C:10]2[C:18]3[C:17]4[CH:19]=[C:20]([NH2:23])[CH:21]=[CH:22][C:16]=4[O:15][C:14]=3[C:13]([O:24][CH3:25])=[CH:12][CH:11]=2)=[O:9])[CH:6]=[CH:5][CH:4]=[CH:3][CH:2]=1.[C:26](Cl)(=[O:28])[CH3:27].N1C=CC=CC=1. Product: [C:1]1([NH:7][C:8]([C:10]2[C:18]3[C:17]4[CH:19]=[C:20]([NH:23][C:26](=[O:28])[CH3:27])[CH:21]=[CH:22][C:16]=4[O:15][C:14]=3[C:13]([O:24][CH3:25])=[CH:12][CH:11]=2)=[O:9])[CH:6]=[CH:5][CH:4]=[CH:3][CH:2]=1. The catalyst class is: 1. (4) Reactant: C(OP(O[CH2:10][C:11]1[O:15][N:14]=[C:13]([C:16]([O:18][CH2:19][CH3:20])=[O:17])[CH:12]=1)(OCC)=O)C.[CH3:21][C:22]1[CH:27]=[CH:26][CH:25]=[CH:24][C:23]=1B(O)O.C(=O)([O-])[O-].[K+].[K+].C1(P(C2C=CC=CC=2)C2C=CC=CC=2)C=CC=CC=1. Product: [CH3:21][C:22]1[CH:27]=[CH:26][CH:25]=[CH:24][C:23]=1[CH2:10][C:11]1[O:15][N:14]=[C:13]([C:16]([O:18][CH2:19][CH3:20])=[O:17])[CH:12]=1. The catalyst class is: 706. (5) Reactant: [C:1]([C:3]1[C@@H:8]([C:9]2[CH:14]=[CH:13][C:12]([C:15]#[N:16])=[CH:11][C:10]=2[S:17]([CH3:20])(=[O:19])=[O:18])[N:7]([C:21](OC2C=CC([N+]([O-])=O)=CC=2)=[O:22])[C:6](=[O:33])[N:5]([C:34]2[CH:39]=[CH:38][CH:37]=[C:36]([C:40]([F:43])([F:42])[F:41])[CH:35]=2)[C:4]=1[CH3:44])#[N:2].[N:45]([CH2:50][CH2:51][OH:52])([CH2:47][CH2:48][OH:49])[NH2:46]. The catalyst class is: 10. Product: [C:1]([C:3]1[C@@H:8]([C:9]2[CH:14]=[CH:13][C:12]([C:15]#[N:16])=[CH:11][C:10]=2[S:17]([CH3:20])(=[O:19])=[O:18])[N:7]([C:21]([NH:46][N:45]([CH2:50][CH2:51][OH:52])[CH2:47][CH2:48][OH:49])=[O:22])[C:6](=[O:33])[N:5]([C:34]2[CH:39]=[CH:38][CH:37]=[C:36]([C:40]([F:43])([F:41])[F:42])[CH:35]=2)[C:4]=1[CH3:44])#[N:2]. (6) Reactant: CO[CH:3](OC)[CH2:4][NH2:5].[CH2:19]([O:15][C:16]1[CH:17]=[C:18]([CH:21]=[CH:22][CH:23]=1)[CH:19]=[O:15])[C:18]1[CH:21]=[CH:22][CH:23]=[CH:16][CH:17]=1.FC(F)(F)C(OC(=O)C(F)(F)F)=O.B(F)(F)F.CCOCC. Product: [CH:4]1[C:3]2[C:21](=[CH:22][CH:23]=[C:16]([OH:15])[CH:17]=2)[CH:18]=[CH:19][N:5]=1. The catalyst class is: 11. (7) Reactant: [Cl:1][C:2]1[CH:7]=[CH:6][CH:5]=[C:4]([Cl:8])[C:3]=1[C:9]1[N:10]([OH:30])[C:11]([C:22]2[CH:27]=[CH:26][N:25]=[C:24]([S:28][CH3:29])[N:23]=2)=[C:12]([C:14]2[CH:19]=[CH:18][CH:17]=[C:16]([S:20][CH3:21])[CH:15]=2)[N:13]=1.ClC1C=CC=C(C(OO)=[O:39])C=1. Product: [Cl:8][C:4]1[CH:5]=[CH:6][CH:7]=[C:2]([Cl:1])[C:3]=1[C:9]1[N:10]([OH:30])[C:11]([C:22]2[CH:27]=[CH:26][N:25]=[C:24]([S:28]([CH3:29])=[O:39])[N:23]=2)=[C:12]([C:14]2[CH:19]=[CH:18][CH:17]=[C:16]([S:20][CH3:21])[CH:15]=2)[N:13]=1. The catalyst class is: 4. (8) Reactant: [S:1]1[C:5]2[CH:6]=[CH:7][CH:8]=[CH:9][C:4]=2[CH:3]=[C:2]1[C:10]([OH:12])=[O:11].O[N:14]1[C:18](=[O:19])[CH2:17][CH2:16][C:15]1=[O:20].Cl.CN(C)CCCN=C=NCC. Product: [S:1]1[C:5]2[CH:6]=[CH:7][CH:8]=[CH:9][C:4]=2[CH:3]=[C:2]1[C:10]([O:12][N:14]1[C:18](=[O:19])[CH2:17][CH2:16][C:15]1=[O:20])=[O:11]. The catalyst class is: 4. (9) Reactant: [Cl:1][C:2]1[CH:7]=[CH:6][C:5]([C:8]2[N:9]([C:23]3[CH:28]=[CH:27][C:26]([S:29]([CH3:32])(=[O:31])=[O:30])=[CH:25][CH:24]=3)[CH2:10][C:11](O)([CH2:13][O:14][C:15]3[CH:20]=[CH:19][C:18]([Cl:21])=[CH:17][CH:16]=3)[N:12]=2)=[CH:4][CH:3]=1.O.C1(C)C=CC(S(O)(=O)=O)=CC=1. Product: [Cl:1][C:2]1[CH:7]=[CH:6][C:5]([C:8]2[N:9]([C:23]3[CH:28]=[CH:27][C:26]([S:29]([CH3:32])(=[O:31])=[O:30])=[CH:25][CH:24]=3)[CH:10]=[C:11]([CH2:13][O:14][C:15]3[CH:16]=[CH:17][C:18]([Cl:21])=[CH:19][CH:20]=3)[N:12]=2)=[CH:4][CH:3]=1. The catalyst class is: 11. (10) Reactant: [NH2:1][C:2]1[CH:3]=[C:4]([CH:17]=[CH:18][C:19]=1[F:20])[CH2:5][C:6]1[C:15]2[C:10](=[CH:11][CH:12]=[CH:13][CH:14]=2)[C:9](=[O:16])[NH:8][N:7]=1.[CH2:21]([CH:27]1[CH2:31][C:30](=[O:32])[O:29][C:28]1=[O:33])[CH:22]=[CH:23][CH2:24][CH2:25][CH3:26]. Product: [F:20][C:19]1[CH:18]=[CH:17][C:4]([CH2:5][C:6]2[C:15]3[C:10](=[CH:11][CH:12]=[CH:13][CH:14]=3)[C:9](=[O:16])[NH:8][N:7]=2)=[CH:3][C:2]=1[NH:1][C:30]([CH2:31][CH:27]([CH2:21][CH:22]=[CH:23][CH2:24][CH2:25][CH3:26])[C:28]([OH:33])=[O:29])=[O:32]. The catalyst class is: 11.